From a dataset of Forward reaction prediction with 1.9M reactions from USPTO patents (1976-2016). Predict the product of the given reaction. (1) The product is: [Br:23][C:21]1[CH:20]=[CH:19][C:18]([O:24][CH2:25][C:26]2[CH:27]=[CH:28][C:29]([O:32][CH3:33])=[CH:30][CH:31]=2)=[C:17]([C:12]2[N:11]([C:7]3[CH:6]=[C:5]([CH:10]=[CH:9][CH:8]=3)[C:4]([OH:34])=[O:3])[C:15]([CH3:16])=[CH:14][CH:13]=2)[CH:22]=1. Given the reactants C([O:3][C:4](=[O:34])[C:5]1[CH:10]=[CH:9][CH:8]=[C:7]([N:11]2[C:15]([CH3:16])=[CH:14][CH:13]=[C:12]2[C:17]2[CH:22]=[C:21]([Br:23])[CH:20]=[CH:19][C:18]=2[O:24][CH2:25][C:26]2[CH:31]=[CH:30][C:29]([O:32][CH3:33])=[CH:28][CH:27]=2)[CH:6]=1)C.[OH-].[Na+], predict the reaction product. (2) Given the reactants I[C:2]1[C:10]2[C:5](=[N:6][CH:7]=[C:8]([C:11]3[CH:12]=[CH:13][C:14]([N:17]4[CH2:22][CH2:21][N:20]([C:23]([O:25][C:26]([CH3:29])([CH3:28])[CH3:27])=[O:24])[CH2:19][CH2:18]4)=[N:15][CH:16]=3)[CH:9]=2)[N:4]([S:30]([C:33]2[CH:39]=[CH:38][C:36]([CH3:37])=[CH:35][CH:34]=2)(=[O:32])=[O:31])[CH:3]=1.[CH2:40]([N:48]1[CH:52]=[C:51](B2OC(C)(C)C(C)(C)O2)[CH:50]=[N:49]1)[CH2:41][C:42]1[CH:47]=[CH:46][CH:45]=[CH:44][CH:43]=1.C(=O)([O-])[O-].[Na+].[Na+], predict the reaction product. The product is: [CH2:40]([N:48]1[CH:52]=[C:51]([C:2]2[C:10]3[C:5](=[N:6][CH:7]=[C:8]([C:11]4[CH:12]=[CH:13][C:14]([N:17]5[CH2:22][CH2:21][N:20]([C:23]([O:25][C:26]([CH3:29])([CH3:28])[CH3:27])=[O:24])[CH2:19][CH2:18]5)=[N:15][CH:16]=4)[CH:9]=3)[N:4]([S:30]([C:33]3[CH:39]=[CH:38][C:36]([CH3:37])=[CH:35][CH:34]=3)(=[O:32])=[O:31])[CH:3]=2)[CH:50]=[N:49]1)[CH2:41][C:42]1[CH:47]=[CH:46][CH:45]=[CH:44][CH:43]=1. (3) Given the reactants C([O:8][C:9]1[CH:10]=[C:11]([C:15]2(O)[CH2:19][CH2:18][CH2:17][CH2:16]2)[CH:12]=[CH:13][CH:14]=1)C1C=CC=CC=1.C12C3C1C23, predict the reaction product. The product is: [CH:15]1([C:11]2[CH:10]=[C:9]([OH:8])[CH:14]=[CH:13][CH:12]=2)[CH2:16][CH2:17][CH2:18][CH2:19]1. (4) Given the reactants C[C:2]1[CH:3]=[N:4][CH:5]=[CH:6][CH:7]=1.[C:8](=[O:10])=[O:9], predict the reaction product. The product is: [C:8]([OH:10])(=[O:9])[C:2]1[CH:7]=[CH:6][CH:5]=[N:4][CH:3]=1. (5) Given the reactants [Cl:1][C:2]1[CH:3]=[C:4]([C:9]2([C:21]([F:24])([F:23])[F:22])[O:13][N:12]=[C:11]([C:14]3[CH:15]=[C:16]([CH:18]=[CH:19][CH:20]=3)[NH2:17])[CH2:10]2)[CH:5]=[C:6]([Cl:8])[CH:7]=1.[N:25]([O-])=O.[Na+].[Sn](Cl)Cl.[OH-].[Na+], predict the reaction product. The product is: [Cl:1][C:2]1[CH:3]=[C:4]([C:9]2([C:21]([F:22])([F:24])[F:23])[O:13][N:12]=[C:11]([C:14]3[CH:15]=[C:16]([NH:17][NH2:25])[CH:18]=[CH:19][CH:20]=3)[CH2:10]2)[CH:5]=[C:6]([Cl:8])[CH:7]=1. (6) The product is: [ClH:1].[ClH:1].[F:40][C:41]1[CH:42]=[C:43]([CH:59]([C:67]2([OH:73])[CH2:72][CH2:71][CH2:70][CH2:69][CH2:68]2)[CH2:60][N:61]2[CH2:62][CH2:63][N:64]([CH3:4])[CH2:65][CH2:66]2)[CH:44]=[CH:45][C:46]=1[O:47][CH2:48][C:49]1[CH:50]=[CH:51][C:52]([C:55]([F:57])([F:58])[F:56])=[CH:53][CH:54]=1. Given the reactants [ClH:1].Cl.F[C:4]1C=C(C2(O)CCCCC2CCN2CCN(C)CC2)C=CC=1OCC1C=CC(C(F)(F)F)=CC=1.Cl.Cl.[F:40][C:41]1[CH:42]=[C:43]([CH:59]([C:67]2([OH:73])[CH2:72][CH2:71][CH2:70][CH2:69][CH2:68]2)[CH2:60][N:61]2[CH2:66][CH2:65][NH:64][CH2:63][CH2:62]2)[CH:44]=[CH:45][C:46]=1[O:47][CH2:48][C:49]1[CH:54]=[CH:53][C:52]([C:55]([F:58])([F:57])[F:56])=[CH:51][CH:50]=1, predict the reaction product.